This data is from Rat liver microsome stability data. The task is: Regression/Classification. Given a drug SMILES string, predict its absorption, distribution, metabolism, or excretion properties. Task type varies by dataset: regression for continuous measurements (e.g., permeability, clearance, half-life) or binary classification for categorical outcomes (e.g., BBB penetration, CYP inhibition). Dataset: rlm. (1) The molecule is C=C(C)[C@@H]1CC[C@]2(NCCN3CCC(F)(F)CC3)CC[C@]3(C)[C@H](CC[C@@H]4[C@@]5(C)CC=C(c6ccc(C(=O)O)cc6)C(C)(C)[C@@H]5CC[C@]43C)[C@@H]12. The result is 0 (unstable in rat liver microsomes). (2) The compound is C=CC(=O)NCc1coc(-c2c(N)ncnc2Nc2ccc(Oc3ccc(F)cc3)c(Cl)c2)n1. The result is 0 (unstable in rat liver microsomes). (3) The compound is CNc1oc(-c2cccc(-c3ccccc3)c2)nc1C#N. The result is 1 (stable in rat liver microsomes). (4) The compound is COc1ccc2[nH]c(S(=O)(=O)NCc3ccc(-c4ccc(C#N)cc4)cc3)cc2c1. The result is 1 (stable in rat liver microsomes). (5) The compound is CCS(=O)(=O)Nc1cncc(-c2c(C#N)c3ccc(Cl)cc3n2C)c1. The result is 0 (unstable in rat liver microsomes). (6) The compound is CN1C(=O)C(C(=O)Nc2nncs2)c2cc3occc3cc21. The result is 0 (unstable in rat liver microsomes). (7) The molecule is COC(=O)c1cc(Cl)ccc1NC(=O)CSc1ncc(S(=O)(=O)c2ccc(Br)cc2)c(O)n1. The result is 1 (stable in rat liver microsomes). (8) The drug is CCn1cc(C(=O)O)c(=O)c2cnc(N3CCN(C(=S)Nc4ccccc4)CC3)nc21. The result is 0 (unstable in rat liver microsomes). (9) The molecule is Cn1cc(NC(=O)c2csc3ncc(N[C@@H]4CCCC[C@@H]4N)nc23)c(C(F)F)n1. The result is 1 (stable in rat liver microsomes).